From a dataset of Full USPTO retrosynthesis dataset with 1.9M reactions from patents (1976-2016). Predict the reactants needed to synthesize the given product. (1) Given the product [NH2:13][CH2:12][CH2:11][NH:14][C:2]1[N:3]=[C:4]([N:8]([CH3:10])[CH3:9])[N:5]([CH3:7])[N:6]=1, predict the reactants needed to synthesize it. The reactants are: Br[C:2]1[N:3]=[C:4]([N:8]([CH3:10])[CH3:9])[N:5]([CH3:7])[N:6]=1.[CH2:11]([NH2:14])[CH2:12][NH2:13].C(N(CC)CC)C. (2) Given the product [Cl:21][C:17]1[CH:16]=[C:15]([S:12]([NH:11][C:9]2[CH:8]=[CH:7][N:6]=[C:5]3[N:4]([CH2:22][O:23][CH2:24][CH2:25][Si:26]([CH3:29])([CH3:28])[CH3:27])[CH:3]=[C:2]([C:37]4[CH:38]=[CH:39][CH:40]=[C:35]([N:30]5[CH2:31][CH2:32][CH2:33][CH2:34]5)[CH:36]=4)[C:10]=23)(=[O:14])=[O:13])[CH:20]=[CH:19][CH:18]=1, predict the reactants needed to synthesize it. The reactants are: Br[C:2]1[C:10]2[C:5](=[N:6][CH:7]=[CH:8][C:9]=2[NH:11][S:12]([C:15]2[CH:20]=[CH:19][CH:18]=[C:17]([Cl:21])[CH:16]=2)(=[O:14])=[O:13])[N:4]([CH2:22][O:23][CH2:24][CH2:25][Si:26]([CH3:29])([CH3:28])[CH3:27])[CH:3]=1.[N:30]1([C:35]2[CH:36]=[C:37](B(O)O)[CH:38]=[CH:39][CH:40]=2)[CH2:34][CH2:33][CH2:32][CH2:31]1.[F-].[Cs+].B(O)O. (3) Given the product [Cl:26][C:24]1[CH:23]=[CH:22][C:21]([O:27][CH2:28][C:29]2[CH:30]=[CH:31][CH:32]=[CH:33][CH:34]=2)=[C:20]([C:15]2[N:14]([C:6]3[CH:5]=[C:4]([C:9]([NH:10][C:11](=[O:13])[CH3:12])=[CH:8][CH:7]=3)[C:3]([OH:35])=[O:2])[C:18]([CH3:19])=[CH:17][CH:16]=2)[CH:25]=1, predict the reactants needed to synthesize it. The reactants are: C[O:2][C:3](=[O:35])[C:4]1[C:9]([NH:10][C:11](=[O:13])[CH3:12])=[CH:8][CH:7]=[C:6]([N:14]2[C:18]([CH3:19])=[CH:17][CH:16]=[C:15]2[C:20]2[CH:25]=[C:24]([Cl:26])[CH:23]=[CH:22][C:21]=2[O:27][CH2:28][C:29]2[CH:34]=[CH:33][CH:32]=[CH:31][CH:30]=2)[CH:5]=1. (4) Given the product [CH3:1][C:2]1[C:10]([O:11][C@@H:12]2[CH2:17][CH2:16][CH2:15][C@H:14]([N:18]([C:19]3[CH:24]=[CH:23][CH:22]=[CH:21][CH:20]=3)[C:25]3[CH:26]=[CH:27][CH:28]=[CH:29][CH:30]=3)[CH2:13]2)=[CH:9][CH:8]=[C:7]2[C:3]=1[CH:4]=[N:5][NH:6]2, predict the reactants needed to synthesize it. The reactants are: [CH3:1][C:2]1[C:10]([O:11][C@@H:12]2[CH2:17][CH2:16][CH2:15][C@H:14]([N:18]([C:25]3[CH:30]=[CH:29][CH:28]=[CH:27][CH:26]=3)[C:19]3[CH:24]=[CH:23][CH:22]=[CH:21][CH:20]=3)[CH2:13]2)=[CH:9][CH:8]=[C:7]2[C:3]=1[CH:4]=[N:5][N:6]2C1CCCCO1.COC1C(O[C@@H]2CCC[C@H](NC(=O)CC)C2)=CC=C2C=1C=NN2.Cl.O1CCOCC1. (5) Given the product [N:11]1([C:15]2[N:23]([CH2:24][CH:25]=[C:26]([CH3:27])[CH3:28])[C:22]3[C:21](=[O:29])[N:20]([CH2:30][C:31]4[C:40]5[C:35](=[CH:36][CH:37]=[CH:38][CH:39]=5)[CH:34]=[CH:33][N:32]=4)[C:19](=[O:41])[N:18]([CH3:42])[C:17]=3[C:16]=2[C:43]([N:44]([CH3:45])[CH3:46])=[O:47])[CH2:12][CH2:13][CH2:14][NH:8][CH2:9][CH2:10]1, predict the reactants needed to synthesize it. The reactants are: C(OC([N:8]1[CH2:14][CH2:13][CH2:12][N:11]([C:15]2[N:23]([CH2:24][CH:25]=[C:26]([CH3:28])[CH3:27])[C:22]3[C:21](=[O:29])[N:20]([CH2:30][C:31]4[C:40]5[C:35](=[CH:36][CH:37]=[CH:38][CH:39]=5)[CH:34]=[CH:33][N:32]=4)[C:19](=[O:41])[N:18]([CH3:42])[C:17]=3[C:16]=2[C:43](=[O:47])[N:44]([CH3:46])[CH3:45])[CH2:10][CH2:9]1)=O)(C)(C)C.FC(F)(F)C(O)=O.C(=O)(O)[O-].[Na+].C(=O)=O. (6) Given the product [F:12][C:13]1[CH:14]=[C:15]([CH2:19][CH2:20][N:21]2[C:22](=[O:27])[CH:23]=[C:24]([CH3:26])[N:11]=[C:3]2[C:4]2[CH:9]=[CH:8][CH:7]=[CH:6][C:5]=2[OH:10])[CH:16]=[CH:17][CH:18]=1, predict the reactants needed to synthesize it. The reactants are: CO[C:3](=[NH:11])[C:4]1[CH:9]=[CH:8][CH:7]=[CH:6][C:5]=1[OH:10].[F:12][C:13]1[CH:14]=[C:15]([CH2:19][CH2:20][NH2:21])[CH:16]=[CH:17][CH:18]=1.[C:22](OC)(=[O:27])[CH2:23][C:24]([CH3:26])=O.